Dataset: Forward reaction prediction with 1.9M reactions from USPTO patents (1976-2016). Task: Predict the product of the given reaction. (1) Given the reactants [Cl:1][C:2]1[N:3]=[N:4][C:5]([N:8]2[CH2:13][CH2:12][N:11]([CH:14]3[CH2:16][CH2:15]3)[CH2:10][CH2:9]2)=[CH:6][CH:7]=1.[O:17]1[C:22]2[CH:23]=[CH:24][C:25](B(O)O)=[CH:26][C:21]=2[O:20][CH2:19][CH2:18]1, predict the reaction product. The product is: [ClH:1].[ClH:1].[CH:14]1([N:11]2[CH2:12][CH2:13][N:8]([C:5]3[N:4]=[N:3][C:2]([C:25]4[CH:24]=[CH:23][C:22]5[O:17][CH2:18][CH2:19][O:20][C:21]=5[CH:26]=4)=[CH:7][CH:6]=3)[CH2:9][CH2:10]2)[CH2:16][CH2:15]1. (2) Given the reactants [CH3:1][C:2]1[NH:3][C:4]([CH3:23])=[C:5]([C:19]([O:21][CH3:22])=[O:20])[CH:6]([CH2:12][CH2:13][CH2:14][CH2:15][C:16]([OH:18])=O)[C:7]=1[C:8]([O:10][CH3:11])=[O:9].[CH:24]1([N:30]2[CH2:35][CH2:34][N:33]([CH2:36][CH2:37][CH2:38][NH2:39])[CH2:32][CH2:31]2)[CH2:29][CH2:28][CH2:27][CH2:26][CH2:25]1, predict the reaction product. The product is: [CH3:23][C:4]1[NH:3][C:2]([CH3:1])=[C:7]([C:8]([O:10][CH3:11])=[O:9])[CH:6]([CH2:12][CH2:13][CH2:14][CH2:15][C:16]([NH:39][CH2:38][CH2:37][CH2:36][N:33]2[CH2:32][CH2:31][N:30]([CH:24]3[CH2:29][CH2:28][CH2:27][CH2:26][CH2:25]3)[CH2:35][CH2:34]2)=[O:18])[C:5]=1[C:19]([O:21][CH3:22])=[O:20]. (3) Given the reactants [CH2:1]1[C:9]2[C:4](=[CH:5][CH:6]=[CH:7][CH:8]=2)[CH2:3][CH:2]1[CH2:10][C:11]([OH:13])=[O:12].S(Cl)(Cl)=O.[CH3:18]O, predict the reaction product. The product is: [CH2:3]1[C:4]2[C:9](=[CH:8][CH:7]=[CH:6][CH:5]=2)[CH2:1][CH:2]1[CH2:10][C:11]([O:13][CH3:18])=[O:12]. (4) Given the reactants [CH3:1][O:2][C:3]([C:5]1[CH:13]=[C:12]([I:14])[C:8]2[N:9]=[CH:10][NH:11][C:7]=2[CH:6]=1)=[O:4].C([O-])([O-])=O.[Cs+].[Cs+].[CH2:21](Br)[CH:22]([CH3:24])[CH3:23], predict the reaction product. The product is: [CH3:1][O:2][C:3]([C:5]1[CH:13]=[C:12]([I:14])[C:8]2[N:9]=[CH:10][N:11]([CH2:21][CH:22]([CH3:24])[CH3:23])[C:7]=2[CH:6]=1)=[O:4].[CH3:1][O:2][C:3]([C:5]1[CH:13]=[C:12]([I:14])[C:8]2[N:9]([CH2:21][CH:22]([CH3:24])[CH3:23])[CH:10]=[N:11][C:7]=2[CH:6]=1)=[O:4]. (5) Given the reactants [C:1]([C:3]1[CH:4]=[C:5]([C:10]2[S:14][C:13]([C:15]3[CH:24]=[CH:23][CH:22]=[C:21]4[C:16]=3[CH2:17][CH2:18][CH2:19][C@H:20]4[NH:25][C:26](=[O:32])[O:27][C:28]([CH3:31])([CH3:30])[CH3:29])=[N:12][N:11]=2)[CH:6]=[CH:7][C:8]=1F)#[N:2].[O:33]([CH:35]([CH3:37])[CH3:36])[Na], predict the reaction product. The product is: [C:1]([C:3]1[CH:4]=[C:5]([C:10]2[S:14][C:13]([C:15]3[CH:24]=[CH:23][CH:22]=[C:21]4[C:16]=3[CH2:17][CH2:18][CH2:19][C@H:20]4[NH:25][C:26](=[O:32])[O:27][C:28]([CH3:31])([CH3:30])[CH3:29])=[N:12][N:11]=2)[CH:6]=[CH:7][C:8]=1[O:33][CH:35]([CH3:37])[CH3:36])#[N:2]. (6) Given the reactants [Cl:1][C:2]1[CH:7]=[CH:6][C:5](I)=[CH:4][C:3]=1[Cl:9].C([Li])CCC.C[O:16][C:17]1[CH2:21][CH2:20][C:19](=O)[CH:18]=1, predict the reaction product. The product is: [Cl:9][C:3]1[CH:4]=[C:5]([C:19]2[CH2:20][CH2:21][C:17](=[O:16])[CH:18]=2)[CH:6]=[CH:7][C:2]=1[Cl:1]. (7) Given the reactants [CH:1]([O:4][C:5]1[C:10]([O:11][CH3:12])=[CH:9][C:8]([CH2:13][CH2:14][NH2:15])=[CH:7][C:6]=1[O:16][CH3:17])([CH3:3])[CH3:2].[CH:18]1([CH:21]=O)[CH2:20][CH2:19]1, predict the reaction product. The product is: [CH:18]1([CH2:21][NH:15][CH2:14][CH2:13][C:8]2[CH:9]=[C:10]([O:11][CH3:12])[C:5]([O:4][CH:1]([CH3:3])[CH3:2])=[C:6]([O:16][CH3:17])[CH:7]=2)[CH2:20][CH2:19]1. (8) Given the reactants [NH2:1][C:2]1[C:10]2[C:9]([C:11]3[CH:16]=[CH:15][CH:14]=[C:13]([CH3:17])[N:12]=3)=[N:8][C:7]([S:18][CH3:19])=[N:6][C:5]=2[S:4][C:3]=1[C:20]([NH2:22])=[O:21].C(O)=[O:24], predict the reaction product. The product is: [NH2:1][C:2]1[C:10]2[C:9]([C:11]3[CH:16]=[CH:15][CH:14]=[C:13]([CH3:17])[N:12]=3)=[N:8][C:7]([S:18]([CH3:19])=[O:24])=[N:6][C:5]=2[S:4][C:3]=1[C:20]([NH2:22])=[O:21].